This data is from Peptide-MHC class I binding affinity with 185,985 pairs from IEDB/IMGT. The task is: Regression. Given a peptide amino acid sequence and an MHC pseudo amino acid sequence, predict their binding affinity value. This is MHC class I binding data. (1) The peptide sequence is FFPSDYFPSV. The MHC is HLA-A68:02 with pseudo-sequence HLA-A68:02. The binding affinity (normalized) is 0.374. (2) The peptide sequence is YPLSIPATL. The MHC is HLA-B07:02 with pseudo-sequence HLA-B07:02. The binding affinity (normalized) is 0.827. (3) The peptide sequence is HYHYRLWHY. The MHC is HLA-A24:02 with pseudo-sequence HLA-A24:02. The binding affinity (normalized) is 0.0132. (4) The peptide sequence is RRYQIAQYK. The MHC is HLA-B58:01 with pseudo-sequence HLA-B58:01. The binding affinity (normalized) is 0.0847. (5) The peptide sequence is TSVDIETAIR. The MHC is HLA-A33:01 with pseudo-sequence HLA-A33:01. The binding affinity (normalized) is 0.328. (6) The peptide sequence is HPLARTAKV. The MHC is HLA-B07:02 with pseudo-sequence HLA-B07:02. The binding affinity (normalized) is 0.549. (7) The binding affinity (normalized) is 0.0847. The peptide sequence is GTEEIRSLY. The MHC is HLA-B39:01 with pseudo-sequence HLA-B39:01.